This data is from Reaction yield outcomes from USPTO patents with 853,638 reactions. The task is: Predict the reaction yield, written as a fraction of the theoretical maximum amount of product (1.0 means a 100% yield; for example, 0.34 means a 34% yield). (1) The reactants are [CH3:1][CH:2]([N:4]1[C:12](/[CH:13]=[CH:14]/[C@H:15]([OH:24])[CH2:16][C@H:17]([OH:23])[CH2:18][C:19]([O:21]C)=[O:20])=[C:11]([C:25]2[CH:30]=[CH:29][C:28]([F:31])=[CH:27][CH:26]=2)[C:10]2[C:5]1=[CH:6][CH:7]=[CH:8][CH:9]=2)[CH3:3].[OH-].[Na+:33].C(#N)C. The catalyst is CCO. The product is [CH3:3][CH:2]([N:4]1[C:12](/[CH:13]=[CH:14]/[CH:15]([OH:24])[CH2:16][CH:17]([OH:23])[CH2:18][C:19]([O-:21])=[O:20])=[C:11]([C:25]2[CH:26]=[CH:27][C:28]([F:31])=[CH:29][CH:30]=2)[C:10]2[CH:9]=[CH:8][CH:7]=[CH:6][C:5]1=2)[CH3:1].[Na+:33]. The yield is 0.830. (2) The reactants are [Br-:1].[CH2:2]([P+:6]([CH2:29][CH2:30][CH2:31][CH3:32])([CH2:25][CH2:26][CH2:27][CH3:28])[CH2:7][CH2:8][CH2:9][CH2:10][C:11]([O:22][CH2:23][CH3:24])([O:19]CC)[CH2:12][CH2:13][C:14](OCC)=[O:15])[CH2:3][CH2:4][CH3:5].[OH-].[Na+]. The catalyst is CO. The product is [Br-:1].[CH2:2]([P+:6]([CH2:29][CH2:30][CH2:31][CH3:32])([CH2:25][CH2:26][CH2:27][CH3:28])[CH2:7][CH2:8][CH2:9][CH2:10][C:11]1([O:22][CH2:23][CH3:24])[CH2:12][CH2:13][C:14](=[O:15])[O:19]1)[CH2:3][CH2:4][CH3:5]. The yield is 0.740. (3) The reactants are [Cl:1][C:2]1[C:6]([N:7]([CH2:18][CH3:19])[C:8](=[O:17])[CH2:9][CH:10]([S:15][CH3:16])[C:11]([F:14])([F:13])[F:12])=[CH:5][N:4]([C:20]2[CH:21]=[N:22][CH:23]=[CH:24][CH:25]=2)[N:3]=1.FC(F)(F)C([OH:33])C(F)(F)F.OO. No catalyst specified. The product is [Cl:1][C:2]1[C:6]([N:7]([CH2:18][CH3:19])[C:8](=[O:17])[CH2:9][CH:10]([S:15]([CH3:16])=[O:33])[C:11]([F:14])([F:13])[F:12])=[CH:5][N:4]([C:20]2[CH:21]=[N:22][CH:23]=[CH:24][CH:25]=2)[N:3]=1. The yield is 0.890. (4) The reactants are FC(F)(F)[C:3]([N:5]([C@@H:7]1[CH2:16][C:15]2[C:10](=[C:11]([S:19]([NH:22][C:23]3[CH:32]=[CH:31][C:30]4[C:25](=[CH:26][CH:27]=[CH:28][CH:29]=4)[N:24]=3)(=[O:21])=[O:20])[CH:12]=[CH:13][C:14]=2[O:17][CH3:18])[O:9][CH2:8]1)C)=O.[OH-].[Na+].Cl.C(=O)([O-])O.[Na+]. The catalyst is O1CCCC1. The product is [CH3:18][O:17][C:14]1[CH:13]=[CH:12][C:11]([S:19]([NH:22][C:23]2[CH:32]=[CH:31][C:30]3[C:25](=[CH:26][CH:27]=[CH:28][CH:29]=3)[N:24]=2)(=[O:21])=[O:20])=[C:10]2[C:15]=1[CH2:16][C@@H:7]([NH:5][CH3:3])[CH2:8][O:9]2. The yield is 0.350.